From a dataset of Catalyst prediction with 721,799 reactions and 888 catalyst types from USPTO. Predict which catalyst facilitates the given reaction. (1) Reactant: [C:1]([C:5]1[S:9]/[C:8](=[N:10]\[C:11](=[O:24])[C:12]2[CH:17]=[C:16]([C:18]([F:21])([F:20])[F:19])[CH:15]=[CH:14][C:13]=2[CH:22]=O)/[N:7]([CH2:25][C@H:26]2[CH2:30][CH2:29][CH2:28][O:27]2)[CH:6]=1)([CH3:4])([CH3:3])[CH3:2].C([BH3-])#N.[NH:34]1[CH2:38][CH2:37][CH2:36][C@H:35]1[CH2:39][OH:40].C(O)(=O)C. Product: [C:1]([C:5]1[S:9]/[C:8](=[N:10]\[C:11](=[O:24])[C:12]2[CH:17]=[C:16]([C:18]([F:21])([F:19])[F:20])[CH:15]=[CH:14][C:13]=2[CH2:22][N:34]2[CH2:38][CH2:37][CH2:36][C@H:35]2[CH2:39][OH:40])/[N:7]([CH2:25][C@H:26]2[CH2:30][CH2:29][CH2:28][O:27]2)[CH:6]=1)([CH3:3])([CH3:4])[CH3:2]. The catalyst class is: 98. (2) Reactant: [CH3:1][N:2]1[CH:6]=[CH:5][N:4]=[C:3]1[CH:7]1[C:12]2=[N:13][NH:14][C:15](=[O:20])[C:16]3[CH:17]=[CH:18][CH:19]=[C:10]([C:11]=32)[NH:9][CH:8]1[C:21]1[CH:28]=[CH:27][C:24]([CH:25]=O)=[CH:23][CH:22]=1.[C:29](O)(=O)C.[BH3-][C:34]#[N:35].[Na+]. Product: [CH3:29][N:35]([CH2:25][C:24]1[CH:27]=[CH:28][C:21]([CH:8]2[NH:9][C:10]3[C:11]4[C:12](=[N:13][NH:14][C:15](=[O:20])[C:16]=4[CH:17]=[CH:18][CH:19]=3)[CH:7]2[C:3]2[N:2]([CH3:1])[CH:6]=[CH:5][N:4]=2)=[CH:22][CH:23]=1)[CH3:34]. The catalyst class is: 10.